Dataset: Full USPTO retrosynthesis dataset with 1.9M reactions from patents (1976-2016). Task: Predict the reactants needed to synthesize the given product. Given the product [CH3:26][N:25]([CH3:27])[CH2:24][CH2:23][O:22][C:15]1[N:14]=[CH:13][C:12]([NH:11][C:9](=[O:10])[CH2:8][C:5]2[CH:6]=[CH:7][C:2]([B:32]3[O:33][C:34]([CH3:36])([CH3:35])[C:30]([CH3:46])([CH3:29])[O:31]3)=[CH:3][C:4]=2[F:28])=[CH:17][C:16]=1[C:18]([F:21])([F:20])[F:19], predict the reactants needed to synthesize it. The reactants are: Br[C:2]1[CH:7]=[CH:6][C:5]([CH2:8][C:9]([NH:11][C:12]2[CH:13]=[N:14][C:15]([O:22][CH2:23][CH2:24][N:25]([CH3:27])[CH3:26])=[C:16]([C:18]([F:21])([F:20])[F:19])[CH:17]=2)=[O:10])=[C:4]([F:28])[CH:3]=1.[CH3:29][C:30]1([CH3:46])[C:34]([CH3:36])([CH3:35])[O:33][B:32]([B:32]2[O:33][C:34]([CH3:36])([CH3:35])[C:30]([CH3:46])([CH3:29])[O:31]2)[O:31]1.C([O-])(=O)C.[K+].